This data is from Drug-target binding data from BindingDB using Ki measurements. The task is: Regression. Given a target protein amino acid sequence and a drug SMILES string, predict the binding affinity score between them. We predict pKi (pKi = -log10(Ki in M); higher means stronger inhibition). Dataset: bindingdb_ki. (1) The small molecule is NC(=O)c1ccc[n+]([C@@H]2O[C@H](COP(=O)([O-])O)[C@@H](O)[C@H]2O)c1. The target protein (P00366) has sequence MYRYLGEALLLSRAGPAALGSASADSAALLGWARGQPAAAPQPGLVPPARRHYSEAAADREDDPNFFKMVEGFFDRGASIVEDKLVEDLKTRETEEQKRNRVRSILRIIKPCNHVLSLSFPIRRDDGSWEVIEGYRAQHSQHRTPCKGGIRYSTDVSVDEVKALASLMTYKCAVVDVPFGGAKAGVKINPKNYTDNELEKITRRFTMELAKKGFIGPGVDVPAPDMSTGEREMSWIADTYASTIGHYDINAHACVTGKPISQGGIHGRISATGRGVFHGIENFINEASYMSILGMTPGFGDKTFVVQGFGNVGLHSMRYLHRFGAKCITVGESDGSIWNPDGIDPKELEDFKLQHGTILGFPKAKIYEGSILEVDCDILIPAASEKQLTKSNAPRVKAKIIAEGANGPTTPEADKIFLERNIMVIPDLYLNAGGVTVSYFEWLNNLNHVSYGRLTFKYERDSNYHLLMSVQESLERKFGKHGGTIPIVPTAEFQDRISGA.... The pKi is 2.0. (2) The drug is COc1ccc(CN(CCN(C)C)c2ccccn2)cc1. The target protein (P35367) has sequence MSLPNSSCLLEDKMCEGNKTTMASPQLMPLVVVLSTICLVTVGLNLLVLYAVRSERKLHTVGNLYIVSLSVADLIVGAVVMPMNILYLLMSKWSLGRPLCLFWLSMDYVASTASIFSVFILCIDRYRSVQQPLRYLKYRTKTRASATILGAWFLSFLWVIPILGWNHFMQQTSVRREDKCETDFYDVTWFKVMTAIINFYLPTLLMLWFYAKIYKAVRQHCQHRELINRSLPSFSEIKLRPENPKGDAKKPGKESPWEVLKRKPKDAGGGSVLKSPSQTPKEMKSPVVFSQEDDREVDKLYCFPLDIVHMQAAAEGSSRDYVAVNRSHGQLKTDEQGLNTHGASEISEDQMLGDSQSFSRTDSDTTTETAPGKGKLRSGSNTGLDYIKFTWKRLRSHSRQYVSGLHMNRERKAAKQLGFIMAAFILCWIPYFIFFMVIAFCKNCCNEHLHMFTIWLGYINSTLNPLIYPLCNENFKKTFKRILHIRS. The pKi is 8.9. (3) The small molecule is C[C@H]1CCCN1[C@H]1CCN(c2ccc(N3CCC4(CCN(C(=O)Cc5ccccc5)CC4)C3=O)c(C(F)(F)F)c2)C1. The target protein sequence is MLAFVADSSLRTQNNFFLLNLAISDFLVGAFCIPLYVPYVLTGRWTFGRGLCKLWLVVDYLLCTSSAFNIVLISYDRFLSVTRAVSYRAQQGNTRRAVRKMLLVWVLAFLLYGPAILSWEYLSGGSSIPEGHCYAEFFYNWYFLITASTLEFFTPFLSVTFFNLSIYLNIQRRTRLRLDGAREAGGPEPPPEAQPSPPPPPGCWGCWQKGHGEAMPLHRYGVGEAAAGAEAGETALGGGGGGGTAASPTSSSGSSSRGTERPRSLKRGSKPSASSASLEKRMKMVSQSFTQRFRLSRDRKVAKSLAVIVSIFGLCWAPYTLLMIIRAACHGHCVPDYWYETSFWLLWANSAVNPVLYPLCHHSFRRAFTKLLCPQKLKIQPHSSLEQCWK. The pKi is 6.8. (4) The small molecule is N=C(N)c1ccc(CNC(=O)[C@H](CO)NC(=O)[C@@H](CO)NS(=O)(=O)Cc2cccc(C(=O)O)c2)cc1. The target protein (P49616) has sequence MGLLRRRLLLLVVVVTTCVPASQGLRCIQCESNQDCLVEECALGQDLCRTTVLREWEDAEELEVVTRGCAHKEKTNRTMSYRMGSVIVSLTETVCATNLCNRPRPGARGRPFPRGRYLECASCTSLDQSCERGREQSLQCRYPTEHCIEVVTLQSTERSVKDEPYTKGCGSLPGCPGTAGFHSNQTFHFLKCCNFTQCNGGPVLDLQSLPPNGFQCYSCEGNSTFGCSYEETSLIDCRGPMNQCLEATGLDVLGNRSYTVRGCATASWCQGSHVADSFQTHVNLSISCCNGSGCNRPTGGAPGPGPAHLILIASLLLTLRLWGIPLWT. The pKi is 7.1. (5) The compound is Cc1ccc(Cn2nc(C(=O)NC3C(C)(C)C4CC[C@@]3(C)C4)cc2-c2ccc(Cl)c(C)c2)cc1. The target protein (O95153) has sequence MEQLTTLPRPGDPGAMEPWALPTWHSWTPGRGGEPSSAAPSIADTPPAALQLQELRSEESSKPKGDGSSRPVGGTDPEGAEACLPSLGQQASSSGPACQRPEDEEVEAFLKAKLNMSFGDRPNLELLRALGELRQRCAILKEENQMLRKSSFPETEEKVRRLKRKNAELAVIAKRLEERARKLQETNLRVVSAPLPRPGTSLELCRKALARQRARDLSETASALLAKDKQIAALQRECRELQARLTLVGKEGPQWLHVRDFDRLLRESQREVLRLQRQIALRNQRETLPLPPSWPPGPALQARAGAPAPGAPGEATPQEDADNLPVILGEPEKEQRVQQLESELSKKRKKCESLEQEARKKQRRCEELELQLRQAQNENARLVEENSRLSGRATEKEQVEWENAELRGQLLGVTQERDSALRKSQGLQSKLESLEQVLKHMREVAQRRQQLEVEHEQARLSLREKQEEVRRLQQAQAEAQREHEGAVQLLESTLDSMQAR.... The pKi is 5.0. (6) The compound is COC1CN(c2nc(-c3cnc4[nH]cnc4c3)nc3c2nc2n3CCOC2(C)C)C1. The target protein (Q12852) has sequence MACLHETRTPSPSFGGFVSTLSEASMRKLDPDTSDCTPEKDLTPTHVLQLHEQDAGGPGGAAGSPESRASRVRADEVRLQCQSGSGFLEGLFGCLRPVWTMIGKAYSTEHKQQQEDLWEVPFEEILDLQWVGSGAQGAVFLGRFHGEEVAVKKVRDLKETDIKHLRKLKHPNIITFKGVCTQAPCYCILMEFCAQGQLYEVLRAGRPVTPSLLVDWSMGIAGGMNYLHLHKIIHRDLKSPNMLITYDDVVKISDFGTSKELSDKSTKMSFAGTVAWMAPEVIRNEPVSEKVDIWSFGVVLWELLTGEIPYKDVDSSAIIWGVGSNSLHLPVPSSCPDGFKILLRQCWNSKPRNRPSFRQILLHLDIASADVLSTPQETYFKSQAEWREEVKLHFEKIKSEGTCLHRLEEELVMRRREELRHALDIREHYERKLERANNLYMELNALMLQLELKERELLRREQALERRCPGLLKPHPSRGLLHGNTMEKLIKKRNVPQKLS.... The pKi is 6.0. (7) The small molecule is CN1CCC(CNC(=O)[C@@H](N)CCCNC(=N)N)(Nc2ccccc2)CC1. The target protein (Q9Y5X5) has sequence MNSFFGTPAASWCLLESDVSSAPDKEAGRERRALSVQQRGGPAWSGSLEWSRQSAGDRRRLGLSRQTAKSSWSRSRDRTCCCRRAWWILVPAADRARRERFIMNEKWDTNSSENWHPIWNVNDTKHHLYSDINITYVNYYLHQPQVAAIFIISYFLIFFLCMMGNTVVCFIVMRNKHMHTVTNLFILNLAISDLLVGIFCMPITLLDNIIAGWPFGNTMCKISGLVQGISVAASVFTLVAIAVDRFQCVVYPFKPKLTIKTAFVIIMIIWVLAITIMSPSAVMLHVQEEKYYRVRLNSQNKTSPVYWCREDWPNQEMRKIYTTVLFANIYLAPLSLIVIMYGRIGISLFRAAVPHTGRKNQEQWHVVSRKKQKIIKMLLIVALLFILSWLPLWTLMMLSDYADLSPNELQIINIYIYPFAHWLAFGNSSVNPIIYGFFNENFRRGFQEAFQLQLCQKRAKPMEAYALKAKSHVLINTSNQLVQESTFQNPHGETLLYRKS.... The pKi is 5.3. (8) The small molecule is CC(C)(C)C1N=C(N)N=C(N)N1c1ccc(Cl)cc1. The target protein sequence is MMEQVCDVFDIYAICACCKVESKNEGKKNEVFNNYTFRGLGNKGVLPWKCNSLDMKYFCAVTTYVNESKYEKLKYKRCKYLNKETVDNVNDMPNSKKLQNVVVMGRTSWESIPKKFKPLSNRINVILSRTLKKEDFDEDVYIINKVEDLIVLLGKLNYYKCFIIGGSVVYQEFLEKKLIKKIYFTRINSTYECDVFFPEINENEYQIISVSDVYTSNNTTLDFIIYKKTNNKMLNEQNCIKGEEKNNDMPLKNDDKDTCHMKKLTEFYKNVDKYKINYENDDDDEEEDDFVYFNFNKEKEEKNKNSIHPNDFQIYNSLKYKYHPEYQYLNIIYDIMMNGNKQSDRTGVGVLSKFGYIMKFDLSQYFPLLTTKKLFLRGIIEELLWFIRGETNGNTLLNKNVRIWEANGTREFLDNRKLFHREVNDLGPIYGFQWRHFGAEYTNMYDNYENKGVDQLKNIINLIKNDPTSRRILLCAWNVKDLDQMALPPCHILCQFYVFD.... The pKi is 5.4. (9) The small molecule is CCN1CCCC1CNC(=O)c1cc(S(=O)(=O)CC)c(N)cc1OC. The target protein sequence is MAPLNQLGGHINATCAAENSTGAGRARPHAYYALSYCALILAIVFGNVLVCVAVLKERALQTTTNYLVVSLAVADLLVATLVMPWVVYLEVTGGVWNFSRVCCDVFVTLDVMMCTASILNLCAISIDRYTAVVMPVHYQQGTGQSSCRRVALMITAVWLLSFAVSCPLLFGFNTTGDPSICSISNPDFVLYSSVVSFYLPFGVTVLVYARIYVVLRQRRRKRILTRQNSQCLSVRPSFPQQPLSPGQTHMELKRYYSICQDTALGTPGFQEGEGDLKREGRTRNSLMPLREKKATQMLVIVLGTFIVCWLPFFLTHVLNTHCRACHVSPQLYSATTWLGYVNSALNPVIYTTFNIEFRKAFLKILSC. The pKi is 8.5.